The task is: Regression. Given a peptide amino acid sequence and an MHC pseudo amino acid sequence, predict their binding affinity value. This is MHC class I binding data.. This data is from Peptide-MHC class I binding affinity with 185,985 pairs from IEDB/IMGT. (1) The peptide sequence is TLLVVGILLVV. The MHC is HLA-A02:01 with pseudo-sequence HLA-A02:01. The binding affinity (normalized) is 0.496. (2) The peptide sequence is HKIPDPQGM. The MHC is HLA-A03:01 with pseudo-sequence HLA-A03:01. The binding affinity (normalized) is 0.0847. (3) The peptide sequence is RMYSPTSI. The MHC is HLA-B51:01 with pseudo-sequence HLA-B51:01. The binding affinity (normalized) is 0.175. (4) The peptide sequence is ETKKTMLAL. The MHC is HLA-B18:01 with pseudo-sequence HLA-B18:01. The binding affinity (normalized) is 0.0847. (5) The peptide sequence is LTIEAIENYF. The MHC is Mamu-B08 with pseudo-sequence Mamu-B08. The binding affinity (normalized) is 0.147. (6) The binding affinity (normalized) is 0.0847. The peptide sequence is YEDQLHRAS. The MHC is HLA-B40:01 with pseudo-sequence HLA-B40:01. (7) The binding affinity (normalized) is 0. The MHC is H-2-Db with pseudo-sequence H-2-Db. The peptide sequence is RDKTEAILQLG. (8) The peptide sequence is HSNVKELVFKF. The MHC is Mamu-B17 with pseudo-sequence Mamu-B17. The binding affinity (normalized) is 0.